This data is from Full USPTO retrosynthesis dataset with 1.9M reactions from patents (1976-2016). The task is: Predict the reactants needed to synthesize the given product. Given the product [Br:1][C:2]1[CH:3]=[CH:4][C:5]2[C:9]3[N:13]([CH:12]=[CH:11][N:10]=3)[CH2:15][CH2:16][O:8][C:6]=2[CH:7]=1, predict the reactants needed to synthesize it. The reactants are: [Br:1][C:2]1[CH:3]=[CH:4][C:5]([C:9]2[NH:10][CH:11]=[CH:12][N:13]=2)=[C:6]([OH:8])[CH:7]=1.Br[CH2:15][CH2:16]Br.C(=O)([O-])[O-].[Cs+].[Cs+].